This data is from NCI-60 drug combinations with 297,098 pairs across 59 cell lines. The task is: Regression. Given two drug SMILES strings and cell line genomic features, predict the synergy score measuring deviation from expected non-interaction effect. (1) Drug 1: CN(C)C1=NC(=NC(=N1)N(C)C)N(C)C. Drug 2: CN1C(=O)N2C=NC(=C2N=N1)C(=O)N. Cell line: HT29. Synergy scores: CSS=-3.88, Synergy_ZIP=5.85, Synergy_Bliss=8.93, Synergy_Loewe=2.28, Synergy_HSA=2.42. (2) Drug 1: CC1=C2C(C(=O)C3(C(CC4C(C3C(C(C2(C)C)(CC1OC(=O)C(C(C5=CC=CC=C5)NC(=O)OC(C)(C)C)O)O)OC(=O)C6=CC=CC=C6)(CO4)OC(=O)C)OC)C)OC. Drug 2: C1=C(C(=O)NC(=O)N1)F. Cell line: ACHN. Synergy scores: CSS=54.2, Synergy_ZIP=-7.58, Synergy_Bliss=-7.63, Synergy_Loewe=0.859, Synergy_HSA=2.51.